This data is from Forward reaction prediction with 1.9M reactions from USPTO patents (1976-2016). The task is: Predict the product of the given reaction. Given the reactants FC(F)(F)C(O)=O.[Cl:8][C:9]1[C:10]([F:38])=[C:11]([CH:15]2[C:19]([C:22]3[CH:27]=[CH:26][C:25]([Cl:28])=[CH:24][C:23]=3[F:29])([C:20]#[N:21])[CH:18]([CH2:30][C:31]([CH3:34])([CH3:33])[CH3:32])[NH:17][CH:16]2[C:35](O)=[O:36])[CH:12]=[CH:13][CH:14]=1.[NH2:39][C:40]1[N:41]=[N:42][C:43]([Cl:46])=[CH:44][CH:45]=1.CN(C(ON1N=NC2C=CC=NC1=2)=[N+](C)C)C.F[P-](F)(F)(F)(F)F.CCN(C(C)C)C(C)C, predict the reaction product. The product is: [Cl:46][C:43]1[N:42]=[N:41][C:40]([NH:39][C:35]([CH:16]2[CH:15]([C:11]3[CH:12]=[CH:13][CH:14]=[C:9]([Cl:8])[C:10]=3[F:38])[C:19]([C:22]3[CH:27]=[CH:26][C:25]([Cl:28])=[CH:24][C:23]=3[F:29])([C:20]#[N:21])[CH:18]([CH2:30][C:31]([CH3:33])([CH3:32])[CH3:34])[NH:17]2)=[O:36])=[CH:45][CH:44]=1.